From a dataset of Catalyst prediction with 721,799 reactions and 888 catalyst types from USPTO. Predict which catalyst facilitates the given reaction. (1) Reactant: [CH:1]1([C@H:4]([C:18]2[CH:23]=[CH:22][CH:21]=[CH:20][CH:19]=2)[NH:5][C:6]([C:8]2[CH:9]=[C:10]3[C:14](=[CH:15][CH:16]=2)[NH:13][N:12]=[C:11]3I)=[O:7])[CH2:3][CH2:2]1.[O:24]1[CH2:29][CH2:28][N:27]([C:30]2[CH:35]=[CH:34][C:33](B3OC(C)(C)C(C)(C)O3)=[CH:32][CH:31]=2)[CH2:26][CH2:25]1.C([O-])([O-])=O.[Na+].[Na+]. Product: [CH:1]1([C@H:4]([C:18]2[CH:23]=[CH:22][CH:21]=[CH:20][CH:19]=2)[NH:5][C:6]([C:8]2[CH:9]=[C:10]3[C:14](=[CH:15][CH:16]=2)[NH:13][N:12]=[C:11]3[C:33]2[CH:32]=[CH:31][C:30]([N:27]3[CH2:26][CH2:25][O:24][CH2:29][CH2:28]3)=[CH:35][CH:34]=2)=[O:7])[CH2:3][CH2:2]1. The catalyst class is: 780. (2) The catalyst class is: 6. Product: [CH3:8][C:5]1[CH:6]=[CH:7][C:2]2[N:1]=[C:20]([C:17]3[CH:18]=[CH:19][N:14]=[CH:15][CH:16]=3)[S:9][C:3]=2[CH:4]=1. Reactant: [NH2:1][C:2]1[CH:7]=[CH:6][C:5]([CH3:8])=[CH:4][C:3]=1[SH:9].C(O)(=O)C.[N:14]1[CH:19]=[CH:18][C:17]([CH:20]=O)=[CH:16][CH:15]=1. (3) Reactant: [CH:1]1([C:4](Cl)=[O:5])[CH2:3][CH2:2]1.[CH2:7]([O:9][C:10]1[C:11]([F:20])=[C:12]2[C:18]([NH2:19])=[CH:17][NH:16][C:13]2=[N:14][CH:15]=1)[CH3:8]. Product: [CH2:7]([O:9][C:10]1[C:11]([F:20])=[C:12]2[C:18]([NH:19][C:4]([CH:1]3[CH2:3][CH2:2]3)=[O:5])=[CH:17][NH:16][C:13]2=[N:14][CH:15]=1)[CH3:8]. The catalyst class is: 17. (4) Reactant: [F:1][C:2]([F:34])([F:33])[C:3]1[CH:4]=[C:5]([CH:26]=[C:27]([C:29]([F:32])([F:31])[F:30])[CH:28]=1)[CH2:6][N:7]([CH2:14][C:15]1[CH:20]=[C:19]([C:21]([F:24])([F:23])[F:22])[CH:18]=[CH:17][C:16]=1Br)[C:8]1[N:9]=[N:10][N:11]([CH3:13])[N:12]=1.C([Mg]Cl)(C)C.[Li+].[Cl-].[CH:42]1([CH:47]=[O:48])[CH2:46][CH2:45][CH2:44][CH2:43]1. Product: [F:1][C:2]([F:34])([F:33])[C:3]1[CH:4]=[C:5]([CH:26]=[C:27]([C:29]([F:32])([F:31])[F:30])[CH:28]=1)[CH2:6][N:7]([CH2:14][C:15]1[CH:20]=[C:19]([C:21]([F:24])([F:23])[F:22])[CH:18]=[CH:17][C:16]=1[CH:47]([CH:42]1[CH2:46][CH2:45][CH2:44][CH2:43]1)[OH:48])[C:8]1[N:9]=[N:10][N:11]([CH3:13])[N:12]=1. The catalyst class is: 1.